Dataset: Full USPTO retrosynthesis dataset with 1.9M reactions from patents (1976-2016). Task: Predict the reactants needed to synthesize the given product. (1) Given the product [CH3:21][C:20]1[C:15]([N:12]2[CH2:13][CH2:14][N:9]([C:7]([C:4]3[CH:3]=[C:2]([N:25]4[C@H:24]([CH3:23])[CH2:28][O:27][C:26]4=[O:29])[S:6][CH:5]=3)=[O:8])[CH2:10][CH2:11]2)=[N:16][CH:17]=[C:18]([CH3:22])[CH:19]=1, predict the reactants needed to synthesize it. The reactants are: Br[C:2]1[S:6][CH:5]=[C:4]([C:7]([N:9]2[CH2:14][CH2:13][N:12]([C:15]3[C:20]([CH3:21])=[CH:19][C:18]([CH3:22])=[CH:17][N:16]=3)[CH2:11][CH2:10]2)=[O:8])[CH:3]=1.[CH3:23][C@@H:24]1[CH2:28][O:27][C:26](=[O:29])[NH:25]1. (2) Given the product [CH3:1][N:2]1[CH:6]([C:7]([O:9][C:10]([CH3:11])([CH3:13])[CH3:12])=[O:8])[CH2:5][N:4]([C:16]2[CH:21]=[CH:20][CH:19]=[C:18]([CH3:22])[N:17]=2)[C:3]1=[O:14], predict the reactants needed to synthesize it. The reactants are: [CH3:1][N:2]1[CH:6]([C:7]([O:9][C:10]([CH3:13])([CH3:12])[CH3:11])=[O:8])[CH2:5][NH:4][C:3]1=[O:14].Br[C:16]1[CH:21]=[CH:20][CH:19]=[C:18]([CH3:22])[N:17]=1.C(=O)([O-])[O-].[Cs+].[Cs+].CC1(C)C2C(=C(P(C3C=CC=CC=3)C3C=CC=CC=3)C=CC=2)OC2C(P(C3C=CC=CC=3)C3C=CC=CC=3)=CC=CC1=2. (3) The reactants are: [CH3:1][O:2][CH2:3][C@@H:4]1[CH2:6][C@H:5]1B(O)O.[NH2:10][C:11]1[CH:18]=[CH:17][CH:16]=[C:15](Br)[C:12]=1[C:13]#[N:14]. Given the product [NH2:10][C:11]1[CH:18]=[CH:17][CH:16]=[C:15]([C@@H:5]2[CH2:6][C@H:4]2[CH2:3][O:2][CH3:1])[C:12]=1[C:13]#[N:14], predict the reactants needed to synthesize it. (4) Given the product [CH:1]1([CH2:5][NH:6][C:35]([C:30]2[C:29]([NH:28][C:26]([C:19]3[C:20]4[C:25](=[CH:24][CH:23]=[CH:22][CH:21]=4)[C:16]([CH2:15][N:14]4[C:10]([CH2:9][O:8][CH3:7])=[CH:11][N:12]=[N:13]4)=[CH:17][CH:18]=3)=[O:27])=[CH:34][CH:33]=[CH:32][N:31]=2)=[O:36])[CH2:4][CH2:3][CH2:2]1, predict the reactants needed to synthesize it. The reactants are: [CH:1]1([CH2:5][NH2:6])[CH2:4][CH2:3][CH2:2]1.[CH3:7][O:8][CH2:9][C:10]1[N:14]([CH2:15][C:16]2[C:25]3[C:20](=[CH:21][CH:22]=[CH:23][CH:24]=3)[C:19]([C:26]([NH:28][C:29]3[C:30]([C:35](OC)=[O:36])=[N:31][CH:32]=[CH:33][CH:34]=3)=[O:27])=[CH:18][CH:17]=2)[N:13]=[N:12][CH:11]=1.COCC1N=NN(CC2C3C(=CC=CC=3)C(C(NC3C(C(OC)=O)=NC=CC=3)=O)=CC=2)C=1. (5) Given the product [Cl:1][C:2]1[C:7]([C:8]([O:10][CH3:11])=[O:9])=[C:6]([O:29][C:22]2[C:21]([F:20])=[CH:26][C:25]([F:27])=[CH:24][C:23]=2[F:28])[N:5]=[CH:4][N:3]=1, predict the reactants needed to synthesize it. The reactants are: [Cl:1][C:2]1[C:7]([C:8]([O:10][CH3:11])=[O:9])=[C:6](Cl)[N:5]=[CH:4][N:3]=1.C(N(CC)CC)C.[F:20][C:21]1[CH:26]=[C:25]([F:27])[CH:24]=[C:23]([F:28])[C:22]=1[OH:29]. (6) Given the product [Br:1][C:2]1[CH:10]=[CH:9][C:5]([C:6]([NH:22][C:18]([CH3:21])([CH3:20])[CH3:19])=[O:8])=[CH:4][C:3]=1[F:11], predict the reactants needed to synthesize it. The reactants are: [Br:1][C:2]1[CH:10]=[CH:9][C:5]([C:6]([OH:8])=O)=[CH:4][C:3]=1[F:11].C(Cl)(=O)C(Cl)=O.[C:18]([NH2:22])([CH3:21])([CH3:20])[CH3:19]. (7) Given the product [Cl:31][C:21]1[C:22]([C:26]2([C:29]#[N:30])[CH2:28][CH2:27]2)=[CH:23][CH:24]=[CH:25][C:20]=1[C:19]([NH:18][C:16]1[CH:17]=[C:12]([O:11][C:6]2[N:5]=[C:4]3[S:3][C:2]([NH:1][C:36](=[O:37])[CH:35]([CH3:39])[CH3:34])=[N:10][C:9]3=[CH:8][CH:7]=2)[CH:13]=[CH:14][C:15]=1[F:33])=[O:32], predict the reactants needed to synthesize it. The reactants are: [NH2:1][C:2]1[S:3][C:4]2[C:9]([N:10]=1)=[CH:8][CH:7]=[C:6]([O:11][C:12]1[CH:13]=[CH:14][C:15]([F:33])=[C:16]([NH:18][C:19](=[O:32])[C:20]3[CH:25]=[CH:24][CH:23]=[C:22]([C:26]4([C:29]#[N:30])[CH2:28][CH2:27]4)[C:21]=3[Cl:31])[CH:17]=1)[N:5]=2.[CH3:34][CH:35]([CH3:39])[C:36](Cl)=[O:37].O.